The task is: Predict the reactants needed to synthesize the given product.. This data is from Full USPTO retrosynthesis dataset with 1.9M reactions from patents (1976-2016). (1) The reactants are: Cl[CH2:2][C:3]1[O:7][N:6]=[C:5]([C:8]2[CH:13]=[CH:12][CH:11]=[C:10]([F:14])[CH:9]=2)[N:4]=1.[CH3:15][C:16]1[S:17][C:18]2[CH:24]=[CH:23][C:22]([O:25][CH2:26][C@@H:27]([OH:35])[CH2:28][N:29]3[CH2:34][CH2:33][NH:32][CH2:31][CH2:30]3)=[CH:21][C:19]=2[N:20]=1.C(N(C(C)C)CC)(C)C. Given the product [F:14][C:10]1[CH:9]=[C:8]([C:5]2[N:4]=[C:3]([CH2:2][N:32]3[CH2:33][CH2:34][N:29]([CH2:28][C@H:27]([OH:35])[CH2:26][O:25][C:22]4[CH:23]=[CH:24][C:18]5[S:17][C:16]([CH3:15])=[N:20][C:19]=5[CH:21]=4)[CH2:30][CH2:31]3)[O:7][N:6]=2)[CH:13]=[CH:12][CH:11]=1, predict the reactants needed to synthesize it. (2) The reactants are: [NH2:1][C:2]1[C:10]2[C:5](=[N:6][C:7]([C:11]3[S:12][CH:13]=[CH:14][CH:15]=3)=[CH:8][CH:9]=2)[S:4][C:3]=1[C:16]([NH:18][C:19]1[CH:24]=[CH:23][CH:22]=[C:21]([C:25]([F:28])([F:27])[F:26])[CH:20]=1)=[O:17].[C:29](Cl)(=[O:35])[CH2:30][CH2:31][C:32](Cl)=[O:33].[CH2:37]([O:39]CC)[CH3:38]. Given the product [O:35]=[C:29]([NH:1][C:2]1[C:10]2[C:5](=[N:6][C:7]([C:11]3[S:12][CH:13]=[CH:14][CH:15]=3)=[CH:8][CH:9]=2)[S:4][C:3]=1[C:16](=[O:17])[NH:18][C:19]1[CH:24]=[CH:23][CH:22]=[C:21]([C:25]([F:27])([F:28])[F:26])[CH:20]=1)[CH2:30][CH2:31][C:32]([O:39][CH2:37][CH3:38])=[O:33], predict the reactants needed to synthesize it.